From a dataset of Catalyst prediction with 721,799 reactions and 888 catalyst types from USPTO. Predict which catalyst facilitates the given reaction. Reactant: COC1C=CC(/C=[C:16]2/[C:17]([NH:19][C:20]([S:22]/2)=[NH:21])=[O:18])=CC=1OC1CCCC1.C(O[Na])(C)=O.[CH:28]([C:30]1[N:31]=[C:32]2[C:37](=[CH:38][CH:39]=1)[N:36]=[CH:35][C:34]([C:40]#[N:41])=[C:33]2[O:42][CH:43]([CH3:45])[CH3:44])=O. Product: [NH2:21][C:20]1[S:22][C:16](=[CH:28][C:30]2[N:31]=[C:32]3[C:37](=[CH:38][CH:39]=2)[N:36]=[CH:35][C:34]([C:40]#[N:41])=[C:33]3[O:42][CH:43]([CH3:45])[CH3:44])[C:17](=[O:18])[N:19]=1. The catalyst class is: 52.